This data is from Reaction yield outcomes from USPTO patents with 853,638 reactions. The task is: Predict the reaction yield, written as a fraction of the theoretical maximum amount of product (1.0 means a 100% yield; for example, 0.34 means a 34% yield). (1) The reactants are [CH2:1]([C:4]1[N:8]([CH2:9][C:10]2[CH:11]=[N:12][C:13]([C:16]3[CH:21]=[CH:20][CH:19]=[CH:18][C:17]=3[C:22]3[NH:26][N:25]=[N:24][N:23]=3)=[CH:14][CH:15]=2)[N:7]=[C:6](C(O)=O)[CH:5]=1)[CH2:2][CH3:3].CN([C:33]([O:37]N1N=NC2C=CC=NC1=2)=[N+](C)C)C.F[P-](F)(F)(F)(F)F.CCN(C(C)C)C(C)C.CN(C=O)C.[NH2:68][C@H:69]([CH2:74][C:75]1[CH:80]=[CH:79][CH:78]=[CH:77][C:76]=1[Cl:81])[CH2:70][C:71]([OH:73])=[O:72].Cl. No catalyst specified. The product is [Cl:81][C:76]1[CH:77]=[CH:78][CH:79]=[CH:80][C:75]=1[CH2:74][C@@H:69]([NH:68][C:33]([C:6]1[CH:5]=[C:4]([CH2:1][CH2:2][CH3:3])[N:8]([CH2:9][C:10]2[CH:11]=[N:12][C:13]([C:16]3[CH:21]=[CH:20][CH:19]=[CH:18][C:17]=3[C:22]3[NH:26][N:25]=[N:24][N:23]=3)=[CH:14][CH:15]=2)[N:7]=1)=[O:37])[CH2:70][C:71]([OH:73])=[O:72]. The yield is 1.00. (2) The reactants are [OH:1][C:2]1[CH:11]=[CH:10][C:5]([C:6]([O:8][CH3:9])=[O:7])=[CH:4][C:3]=1[CH:12]=C.[C:14]1(P([C:14]2[CH:19]=CC=[CH:16][CH:15]=2)[C:14]2[CH:19]=CC=[CH:16][CH:15]=2)[CH:19]=CC=[CH:16][CH:15]=1.CC([OH:37])C=C. The catalyst is C1COCC1. The product is [CH:12]([C:3]1[CH:4]=[C:5]([CH:10]=[CH:11][C:2]=1[O:1][CH:14]([CH3:19])[CH:15]=[CH2:16])[C:6]([O:8][CH3:9])=[O:7])=[O:37]. The yield is 0.690. (3) The reactants are CCN(C(C)C)C(C)C.[NH2:10][CH2:11][C:12]1([C:15]([O:17][CH2:18][CH3:19])=[O:16])[CH2:14][CH2:13]1.[CH2:20]([N:27]=[C:28]=[O:29])[C:21]1[CH:26]=[CH:25][CH:24]=[CH:23][CH:22]=1. The catalyst is C(Cl)Cl. The product is [CH2:20]([NH:27][C:28](=[O:29])[NH:10][CH2:11][C:12]1([C:15]([O:17][CH2:18][CH3:19])=[O:16])[CH2:14][CH2:13]1)[C:21]1[CH:26]=[CH:25][CH:24]=[CH:23][CH:22]=1. The yield is 1.06. (4) The reactants are [C:1]([O:5][C:6]([N:8]1[C:17]2[C:12](=[CH:13][CH:14]=[C:15]([N+:18]([O-])=O)[CH:16]=2)[C:11]([CH3:22])([CH3:21])[CH2:10][CH2:9]1)=[O:7])([CH3:4])([CH3:3])[CH3:2]. The catalyst is CO.[Pd]. The product is [NH2:18][C:15]1[CH:16]=[C:17]2[C:12]([C:11]([CH3:22])([CH3:21])[CH2:10][CH2:9][N:8]2[C:6]([O:5][C:1]([CH3:4])([CH3:3])[CH3:2])=[O:7])=[CH:13][CH:14]=1. The yield is 0.950. (5) The reactants are [CH3:1][O:2][C:3]1[CH:11]=[CH:10][CH:9]=[CH:8][C:4]=1[C:5]([OH:7])=[O:6].[Cl:12][S:13](O)(=[O:15])=[O:14].S(Cl)(Cl)=O. No catalyst specified. The product is [Cl:12][S:13]([C:9]1[CH:10]=[CH:11][C:3]([O:2][CH3:1])=[C:4]([CH:8]=1)[C:5]([OH:7])=[O:6])(=[O:15])=[O:14]. The yield is 0.939. (6) The reactants are [CH2:1]([O:8][C:9](=[O:37])[CH2:10][CH:11]([NH2:36])[C:12]([NH:14][CH:15]([C:26]([O:28][CH2:29][C:30]1[CH:35]=[CH:34][CH:33]=[CH:32][CH:31]=1)=[O:27])[CH2:16][C:17]1[C:25]2[C:20](=[CH:21][CH:22]=[CH:23][CH:24]=2)[NH:19][CH:18]=1)=[O:13])[C:2]1[CH:7]=[CH:6][CH:5]=[CH:4][CH:3]=1.[P:38]([CH2:42][C:43](O)=O)([OH:41])([OH:40])=[O:39].[CH:46]1[CH:47]=[CH:48][C:49]2N(O)N=N[C:50]=2[CH:51]=1.[CH2:56]1CN([P+](ON2N=NC3C=CC=CC2=3)(N2CCCC2)N2CCCC2)C[CH2:57]1.F[P-](F)(F)(F)(F)F.[CH3:89][CH2:90]N(C(C)C)C(C)C.[C:98]([O-:101])(O)=O.[Na+].[CH3:103]N(C=O)C. The catalyst is C(OCC)(=O)C.C(OCC)(=O)C.CCCCCC. The product is [CH2:1]([O:8][C:9](=[O:37])[CH2:10][CH:11]([NH:36][C:98](=[O:101])[CH:42]([P:38]([O:41][CH2:89][CH3:90])([O:40][CH2:56][CH3:57])=[O:39])[CH2:43][CH2:103][C:50]1[CH:49]=[CH:48][CH:47]=[CH:46][CH:51]=1)[C:12]([NH:14][CH:15]([C:26]([O:28][CH2:29][C:30]1[CH:31]=[CH:32][CH:33]=[CH:34][CH:35]=1)=[O:27])[CH2:16][C:17]1[C:25]2[C:20](=[CH:21][CH:22]=[CH:23][CH:24]=2)[NH:19][CH:18]=1)=[O:13])[C:2]1[CH:7]=[CH:6][CH:5]=[CH:4][CH:3]=1. The yield is 0.710.